This data is from TCR-epitope binding with 47,182 pairs between 192 epitopes and 23,139 TCRs. The task is: Binary Classification. Given a T-cell receptor sequence (or CDR3 region) and an epitope sequence, predict whether binding occurs between them. The epitope is LEPLVDLPI. The TCR CDR3 sequence is RASSFGGRRYNEQFF. Result: 1 (the TCR binds to the epitope).